This data is from Forward reaction prediction with 1.9M reactions from USPTO patents (1976-2016). The task is: Predict the product of the given reaction. (1) Given the reactants [NH:1]1[CH2:4][CH:3]([N:5]2[CH2:10][CH2:9][N:8]([C:11]([C:13]3[S:14][CH:15]=[CH:16][N:17]=3)=[O:12])[CH2:7][CH2:6]2)[CH2:2]1.CN(C(ON1N=NC2C=CC=NC1=2)=[N+](C)C)C.F[P-](F)(F)(F)(F)F.CCN(CC)CC.[F:49][C:50]1[CH:55]=[CH:54][C:53]([N:56]2[C:60]3[CH:61]=[CH:62][C:63]([C:65](O)=[O:66])=[CH:64][C:59]=3[N:58]=[CH:57]2)=[CH:52][CH:51]=1, predict the reaction product. The product is: [F:49][C:50]1[CH:51]=[CH:52][C:53]([N:56]2[C:60]3[CH:61]=[CH:62][C:63]([C:65]([N:1]4[CH2:2][CH:3]([N:5]5[CH2:6][CH2:7][N:8]([C:11]([C:13]6[S:14][CH:15]=[CH:16][N:17]=6)=[O:12])[CH2:9][CH2:10]5)[CH2:4]4)=[O:66])=[CH:64][C:59]=3[N:58]=[CH:57]2)=[CH:54][CH:55]=1. (2) Given the reactants Cl.[NH2:2][C@H:3]([C:5]([O:7][C:8]([CH3:11])([CH3:10])[CH3:9])=[O:6])[CH3:4].C(Cl)Cl.CC(C=O)(C)C, predict the reaction product. The product is: [NH2:2][C@H:3]([C:5]([O:7][C:8]([CH3:11])([CH3:10])[CH3:9])=[O:6])[CH3:4]. (3) Given the reactants [Cl:1][C:2]1[CH:3]=[CH:4][C:5]([OH:41])=[C:6]([C:8]2[C:12]([C:13]#[C:14][C:15]3[CH:20]=[CH:19][C:18]([NH:21][C:22]([CH:24]4[CH2:29][O:28][CH2:27][CH2:26][N:25]4[C:30](=[O:39])[CH:31]([NH2:38])[C:32]4[CH:37]=[CH:36][CH:35]=[CH:34][CH:33]=4)=[O:23])=[CH:17][CH:16]=3)=[CH:11][N:10]([CH3:40])[N:9]=2)[CH:7]=1.[C:42]([N:46]=[C:47]=[O:48])([CH3:45])([CH3:44])[CH3:43], predict the reaction product. The product is: [Cl:1][C:2]1[CH:3]=[CH:4][C:5]([OH:41])=[C:6]([C:8]2[C:12]([C:13]#[C:14][C:15]3[CH:20]=[CH:19][C:18]([NH:21][C:22]([CH:24]4[CH2:29][O:28][CH2:27][CH2:26][N:25]4[C:30](=[O:39])[CH:31]([NH:38][C:47]([NH:46][C:42]([CH3:45])([CH3:44])[CH3:43])=[O:48])[C:32]4[CH:33]=[CH:34][CH:35]=[CH:36][CH:37]=4)=[O:23])=[CH:17][CH:16]=3)=[CH:11][N:10]([CH3:40])[N:9]=2)[CH:7]=1.